From a dataset of Reaction yield outcomes from USPTO patents with 853,638 reactions. Predict the reaction yield, written as a fraction of the theoretical maximum amount of product (1.0 means a 100% yield; for example, 0.34 means a 34% yield). (1) The catalyst is C(O)C. The product is [C:1]1([C:16]2[CH:21]=[CH:20][CH:19]=[CH:18][CH:17]=2)[CH:6]=[CH:5][CH:4]=[C:3]([C:7]2[CH:28]([C:27]3[CH:30]=[C:31]([N+:34]([O-:36])=[O:35])[C:32]([OH:33])=[C:25]([O:24][CH2:22][CH3:23])[CH:26]=3)[NH:37][C:38](=[O:39])[NH:40][C:8]=2[C:10]2[CH:15]=[CH:14][CH:13]=[CH:12][CH:11]=2)[CH:2]=1. The reactants are [C:1]1([C:16]2[CH:21]=[CH:20][CH:19]=[CH:18][CH:17]=2)[CH:6]=[CH:5][CH:4]=[C:3]([CH2:7][C:8]([C:10]2[CH:15]=[CH:14][CH:13]=[CH:12][CH:11]=2)=O)[CH:2]=1.[CH2:22]([O:24][C:25]1[CH:26]=[C:27]([CH:30]=[C:31]([N+:34]([O-:36])=[O:35])[C:32]=1[OH:33])[CH:28]=O)[CH3:23].[NH2:37][C:38]([NH2:40])=[O:39].Cl. The yield is 0.112. (2) The reactants are [C:1]1([CH2:7][O:8][C:9]([NH:11][C@H:12]([C:17]([OH:19])=O)[CH2:13][CH:14]([CH3:16])[CH3:15])=[O:10])[CH:6]=[CH:5][CH:4]=[CH:3][CH:2]=1.[NH2:20][CH2:21][CH2:22][CH2:23][N:24]([CH3:32])[C:25](=[O:31])[O:26][C:27]([CH3:30])([CH3:29])[CH3:28].C1C=C2C(N(O)N=NC2=CC=1)=O.CN1CCOCC1.CCN=C=NCCCN(C)C.Cl. The catalyst is ClCCl. The product is [CH3:30][C:27]([O:26][C:25]([N:24]([CH3:32])[CH2:23][CH2:22][CH2:21][NH:20][C:17](=[O:19])[C@H:12]([CH2:13][CH:14]([CH3:15])[CH3:16])[NH:11][C:9]([O:8][CH2:7][C:1]1[CH:2]=[CH:3][CH:4]=[CH:5][CH:6]=1)=[O:10])=[O:31])([CH3:28])[CH3:29]. The yield is 0.720.